Dataset: Reaction yield outcomes from USPTO patents with 853,638 reactions. Task: Predict the reaction yield, written as a fraction of the theoretical maximum amount of product (1.0 means a 100% yield; for example, 0.34 means a 34% yield). (1) The yield is 0.520. The reactants are [OH:1][C:2]1[CH:3]=[C:4]([C:8]2([CH2:14][C:15]([OH:17])=[O:16])[CH2:13][CH2:12][CH2:11][CH2:10][CH2:9]2)[CH:5]=[CH:6][CH:7]=1.S(=O)(=O)(O)O.[C:23](=O)(O)[O-].[Na+]. The product is [OH:1][C:2]1[CH:3]=[C:4]([C:8]2([CH2:14][C:15]([O:17][CH3:23])=[O:16])[CH2:13][CH2:12][CH2:11][CH2:10][CH2:9]2)[CH:5]=[CH:6][CH:7]=1. The catalyst is CO. (2) The product is [O:1]1[CH2:2][CH2:3][N:4]([C:7]2[N:12]=[C:11]([N:13]3[CH2:14][CH2:15][O:16][CH2:17][CH2:18]3)[N:10]=[C:9]([C:19]3[CH:24]=[CH:23][C:22]([NH:25][C:26](=[O:38])[NH:27][C:28]4[CH:37]=[CH:36][C:31]([C:32]([OH:34])=[O:33])=[CH:30][CH:29]=4)=[CH:21][CH:20]=3)[N:8]=2)[CH2:5][CH2:6]1. The yield is 0.960. The reactants are [O:1]1[CH2:6][CH2:5][N:4]([C:7]2[N:12]=[C:11]([N:13]3[CH2:18][CH2:17][O:16][CH2:15][CH2:14]3)[N:10]=[C:9]([C:19]3[CH:24]=[CH:23][C:22]([NH:25][C:26](=[O:38])[NH:27][C:28]4[CH:37]=[CH:36][C:31]([C:32]([O:34]C)=[O:33])=[CH:30][CH:29]=4)=[CH:21][CH:20]=3)[N:8]=2)[CH2:3][CH2:2]1.C1COCC1.CO.O[Li].O. The catalyst is O.